From a dataset of Cav3 T-type calcium channel HTS with 100,875 compounds. Binary Classification. Given a drug SMILES string, predict its activity (active/inactive) in a high-throughput screening assay against a specified biological target. (1) The molecule is O(c1c(C\2N(C(=O)C(=O)C2=C(/O)c2ccc(OCC)cc2)c2noc(c2)C)cccc1)C. The result is 0 (inactive). (2) The drug is S(=O)(=O)(N(C)C)c1ccc(cc1)C(Oc1c(n2nc3c(n2)cccc3)cc(cc1)C)=O. The result is 0 (inactive). (3) The drug is o1c2c(c(Nc3ccccc3)c(N)c1=O)cccc2. The result is 0 (inactive).